Predict the reaction yield, written as a fraction of the theoretical maximum amount of product (1.0 means a 100% yield; for example, 0.34 means a 34% yield). From a dataset of Reaction yield outcomes from USPTO patents with 853,638 reactions. (1) The reactants are [C:1]([C:3]1[CH:8]=[CH:7][C:6]([CH2:9][NH:10][C:11]2[CH:20]=[C:19]([C:21]3[C:30]4[C:25](=[CH:26][C:27]([O:36][CH2:37][CH3:38])=[C:28]5[O:33][C:32]([CH3:35])([CH3:34])[CH2:31][C:29]5=4)[CH2:24][C:23]([CH3:40])([CH3:39])[N:22]=3)[CH:18]=[CH:17][C:12]=2[C:13]([O:15]C)=[O:14])=[CH:5][CH:4]=1)#[N:2].[OH-].[Na+].Cl. The catalyst is CO. The product is [C:1]([C:3]1[CH:4]=[CH:5][C:6]([CH2:9][NH:10][C:11]2[CH:20]=[C:19]([C:21]3[C:30]4[C:25](=[CH:26][C:27]([O:36][CH2:37][CH3:38])=[C:28]5[O:33][C:32]([CH3:34])([CH3:35])[CH2:31][C:29]5=4)[CH2:24][C:23]([CH3:39])([CH3:40])[N:22]=3)[CH:18]=[CH:17][C:12]=2[C:13]([OH:15])=[O:14])=[CH:7][CH:8]=1)#[N:2]. The yield is 0.870. (2) The reactants are [NH2:1][C:2]1[CH:3]=[C:4]([CH:16]=[CH:17][CH:18]=1)[O:5][C:6]1[CH:11]=[CH:10][N:9]=[C:8]2[NH:12][C:13](=[O:15])[NH:14][C:7]=12.[C:19]1([CH2:25][CH2:26][C:27](Cl)=[O:28])[CH:24]=[CH:23][CH:22]=[CH:21][CH:20]=1. No catalyst specified. The product is [O:15]=[C:13]1[NH:12][C:8]2=[N:9][CH:10]=[CH:11][C:6]([O:5][C:4]3[CH:3]=[C:2]([NH:1][C:27](=[O:28])[CH2:26][CH2:25][C:19]4[CH:24]=[CH:23][CH:22]=[CH:21][CH:20]=4)[CH:18]=[CH:17][CH:16]=3)=[C:7]2[NH:14]1. The yield is 0.190. (3) The reactants are [N:1]1[CH:6]=[CH:5][CH:4]=[C:3]([C:7]2[O:8][C:9]3[CH:15]=[CH:14][C:13]([CH2:16][C:17]([O:19]C)=[O:18])=[CH:12][C:10]=3[CH:11]=2)[CH:2]=1.[OH-].[Na+].Cl. The catalyst is O. The product is [N:1]1[CH:6]=[CH:5][CH:4]=[C:3]([C:7]2[O:8][C:9]3[CH:15]=[CH:14][C:13]([CH2:16][C:17]([OH:19])=[O:18])=[CH:12][C:10]=3[CH:11]=2)[CH:2]=1. The yield is 0.340. (4) The reactants are [CH:1]([C@@H:14]1[CH2:20][C@@H:19]2[C@@H:17]([O:18]2)[CH2:16][O:15]1)([C:8]1[CH:13]=[CH:12][CH:11]=[CH:10][CH:9]=1)[C:2]1[CH:7]=[CH:6][CH:5]=[CH:4][CH:3]=1.CO.O.[N-:24]=[N+:25]=[N-:26].[Na+].[NH4+].[Cl-]. The catalyst is CCOCC. The product is [N:24]([C@@H:17]1[CH2:16][O:15][C@H:14]([CH:1]([C:8]2[CH:13]=[CH:12][CH:11]=[CH:10][CH:9]=2)[C:2]2[CH:7]=[CH:6][CH:5]=[CH:4][CH:3]=2)[CH2:20][C@H:19]1[OH:18])=[N+:25]=[N-:26]. The yield is 0.950. (5) The reactants are Cl[C:2]1[N:3]([CH2:18][CH2:19][CH3:20])[C:4](=[O:17])[C:5]2[NH:6][C:7]([C:11]3[CH:12]=[N:13][N:14]([CH3:16])[CH:15]=3)=[N:8][C:9]=2[N:10]=1.[CH3:21][O:22][C:23]1[CH:28]=[CH:27][C:26]([NH2:29])=[CH:25][CH:24]=1. The catalyst is C(O)CCC. The product is [CH3:21][O:22][C:23]1[CH:28]=[CH:27][C:26]([NH:29][C:2]2[N:3]([CH2:18][CH2:19][CH3:20])[C:4](=[O:17])[C:5]3[NH:6][C:7]([C:11]4[CH:12]=[N:13][N:14]([CH3:16])[CH:15]=4)=[N:8][C:9]=3[N:10]=2)=[CH:25][CH:24]=1. The yield is 0.480. (6) The reactants are C[O:2][C:3](=O)[C:4]1[CH:9]=[CH:8][C:7]([O:10][CH3:11])=[CH:6][C:5]=1[F:12].O.[NH2:15][NH2:16]. The catalyst is C(O)C. The product is [F:12][C:5]1[CH:6]=[C:7]([O:10][CH3:11])[CH:8]=[CH:9][C:4]=1[C:3]([NH:15][NH2:16])=[O:2]. The yield is 0.850. (7) The reactants are [F:1][C:2]1[C:7]([F:8])=[CH:6][CH:5]=[CH:4][C:3]=1[C:9]1[N:50]=[C:12]2[CH:13]=[N:14][N:15]([CH:17]([C:31]3[O:35][N:34]=[C:33]([C:36]4[CH:41]=[CH:40][C:39]([O:42][CH2:43][CH2:44][CH3:45])=[CH:38][C:37]=4[C:46]([F:49])([F:48])[F:47])[CH:32]=3)[C:18]([O:20][CH2:21][CH2:22][C:23]([NH:25][C@H:26]([C:28]([OH:30])=[O:29])[CH3:27])=[O:24])=[O:19])[CH:16]=[C:11]2[N:10]=1.C(=O)(O)[O-].[Na+:55]. The catalyst is CC#N.O. The product is [Na+:55].[F:1][C:2]1[C:7]([F:8])=[CH:6][CH:5]=[CH:4][C:3]=1[C:9]1[N:50]=[C:12]2[CH:13]=[N:14][N:15]([CH:17]([C:31]3[O:35][N:34]=[C:33]([C:36]4[CH:41]=[CH:40][C:39]([O:42][CH2:43][CH2:44][CH3:45])=[CH:38][C:37]=4[C:46]([F:48])([F:47])[F:49])[CH:32]=3)[C:18]([O:20][CH2:21][CH2:22][C:23]([NH:25][C@H:26]([C:28]([O-:30])=[O:29])[CH3:27])=[O:24])=[O:19])[CH:16]=[C:11]2[N:10]=1. The yield is 0.990. (8) The reactants are [CH3:1][C:2]1[C:7]([CH3:8])=[CH:6][CH:5]=[CH:4][C:3]=1[C:9]1[CH:14]=[CH:13][CH:12]=[CH:11][C:10]=1[CH2:15][CH2:16][C:17]([OH:19])=O.[CH:20]([NH:23][NH:24][C:25]([C:27]1[CH:31]=[CH:30][S:29][CH:28]=1)=[O:26])([CH3:22])[CH3:21].C(N(CC)CC)C.C1C=CC2N(O)N=NC=2C=1.CCN=C=NCCCN(C)C. The catalyst is CN(C=O)C. The product is [CH3:1][C:2]1[C:7]([CH3:8])=[CH:6][CH:5]=[CH:4][C:3]=1[C:9]1[CH:14]=[CH:13][CH:12]=[CH:11][C:10]=1[CH2:15][CH2:16][C:17]([N:23]([CH:20]([CH3:22])[CH3:21])[NH:24][C:25]([C:27]1[CH:31]=[CH:30][S:29][CH:28]=1)=[O:26])=[O:19]. The yield is 0.500. (9) The reactants are C(N[C@H](C(O)=O)CC(C)C)(=O)C.[CH2:13]([O:15][C:16]1[CH:17]=[C:18]([C@H:24]([NH2:30])[CH2:25][S:26]([CH3:29])(=[O:28])=[O:27])[CH:19]=[CH:20][C:21]=1[O:22][CH3:23])[CH3:14].C([NH:34][C:35]1[CH:45]=[CH:44][CH:43]=[C:37]2[C:38]([O:40][C:41](=O)[C:36]=12)=[O:39])(=O)C. The catalyst is C(O)(=O)C. The product is [CH2:13]([O:15][C:16]1[CH:17]=[C:18]([CH:24]([N:30]2[C:41](=[O:40])[C:36]3[C:37](=[CH:43][CH:44]=[CH:45][C:35]=3[NH2:34])[C:38]2=[O:39])[CH2:25][S:26]([CH3:29])(=[O:28])=[O:27])[CH:19]=[CH:20][C:21]=1[O:22][CH3:23])[CH3:14]. The yield is 0.750.